Task: Predict the product of the given reaction.. Dataset: Forward reaction prediction with 1.9M reactions from USPTO patents (1976-2016) (1) The product is: [Cl:12][C:10]1[CH:9]=[C:8]2[C:7](=[C:6]([Cl:5])[CH:11]=1)[C:15](=[O:17])[CH2:14][CH2:13]2. Given the reactants S(Cl)(Cl)=O.[Cl:5][C:6]1[CH:7]=[C:8]([CH2:13][CH2:14][C:15]([OH:17])=O)[CH:9]=[C:10]([Cl:12])[CH:11]=1, predict the reaction product. (2) The product is: [CH2:18]([O:11][C:3]1[CH:4]=[CH:5][C:6]([C:8](=[O:9])[CH3:10])=[CH:7][C:2]=1[CH3:1])[C:19]1[CH:24]=[CH:23][CH:22]=[CH:21][CH:20]=1. Given the reactants [CH3:1][C:2]1[CH:7]=[C:6]([C:8]([CH3:10])=[O:9])[CH:5]=[CH:4][C:3]=1[OH:11].C(=O)([O-])[O-].[K+].[K+].[CH2:18](Br)[C:19]1[CH:24]=[CH:23][CH:22]=[CH:21][CH:20]=1, predict the reaction product. (3) Given the reactants Cl[C:2]1[C:7]([C:8]([F:11])([F:10])[F:9])=[CH:6][N:5]=[C:4]([NH:12][C:13]2[CH:25]=[CH:24][C:16]([CH2:17][CH2:18][PH:19](=[O:23])[O:20][CH2:21][CH3:22])=[CH:15][CH:14]=2)[N:3]=1.[NH2:26][C:27]1[CH:28]=[CH:29][C:30]([Br:38])=[C:31]2[C:35]=1[C:34](=[O:36])[N:33]([CH3:37])[CH2:32]2.C(O)(C(F)(F)F)=O, predict the reaction product. The product is: [Br:38][C:30]1[CH:29]=[CH:28][C:27]([NH:26][C:2]2[C:7]([C:8]([F:11])([F:10])[F:9])=[CH:6][N:5]=[C:4]([NH:12][C:13]3[CH:25]=[CH:24][C:16]([CH2:17][CH2:18][PH:19](=[O:23])[O:20][CH2:21][CH3:22])=[CH:15][CH:14]=3)[N:3]=2)=[C:35]2[C:31]=1[CH2:32][N:33]([CH3:37])[C:34]2=[O:36]. (4) Given the reactants Cl.[CH3:2][O:3][C@:4]12[CH2:21][C@H:20]([O:22]C(=O)C)[CH2:19][CH2:18][C@:17]1([CH3:26])[C@@H:16]1[C@H:7]([C@H:8]3[C@@:12]([CH2:14][CH2:15]1)([CH3:13])[C@@H:11]([O:27]C(=O)C)[CH2:10][CH2:9]3)[CH2:6][C:5]2=[O:31].C(=O)([O-])[O-].[K+].[K+], predict the reaction product. The product is: [CH3:2][O:3][C@:4]12[CH2:21][C@H:20]([OH:22])[CH2:19][CH2:18][C@:17]1([CH3:26])[C@@H:16]1[C@H:7]([C@H:8]3[C@@:12]([CH2:14][CH2:15]1)([CH3:13])[C@@H:11]([OH:27])[CH2:10][CH2:9]3)[CH2:6][C:5]2=[O:31]. (5) Given the reactants [C:1]([C:5]([NH:7][C:8]1[CH:13]=[CH:12][CH:11]=[C:10]([C:14]2[CH:19]=[CH:18][C:17]([CH:20]3[CH2:22][O:21]3)=[CH:16][C:15]=2[O:23][CH:24]([CH3:26])[CH3:25])[N:9]=1)=[O:6])([CH3:4])([CH3:3])[CH3:2].[CH2:27]([N:35]1[CH2:40][CH2:39][NH:38][CH2:37][CH2:36]1)[CH2:28][C:29]1[CH:34]=[CH:33][CH:32]=[CH:31][CH:30]=1.C(#N)C, predict the reaction product. The product is: [C:1]([C:5]([N:7]1[C:8]([NH2:9])=[CH:13][CH:12]=[CH:11][CH:10]1[C:14]1[CH:19]=[CH:18][C:17]([CH:20]([OH:21])[CH2:22][N:38]2[CH2:39][CH2:40][N:35]([CH2:27][CH2:28][C:29]3[CH:34]=[CH:33][CH:32]=[CH:31][CH:30]=3)[CH2:36][CH2:37]2)=[CH:16][C:15]=1[O:23][CH:24]([CH3:25])[CH3:26])=[O:6])([CH3:3])([CH3:2])[CH3:4]. (6) Given the reactants [C:1]([O:5][C:6](=[O:22])[NH:7][CH2:8][CH2:9][C:10]1[CH:15]=[CH:14][C:13]([O:16][CH2:17][CH2:18][CH2:19][CH:20]=[CH2:21])=[CH:12][CH:11]=1)([CH3:4])([CH3:3])[CH3:2].[CH2:23]([O:30][C:31]1[CH:36]=[CH:35][C:34](Br)=[CH:33][C:32]=1[C@@H:38]([C:48]1[CH:53]=[CH:52][CH:51]=[CH:50][CH:49]=1)[CH2:39][CH2:40][N:41]([CH:45]([CH3:47])[CH3:46])[CH:42]([CH3:44])[CH3:43])[C:24]1[CH:29]=[CH:28][CH:27]=[CH:26][CH:25]=1.C1(C)C=CC=CC=1P(C1C=CC=CC=1C)C1C=CC=CC=1C.C(N(C(C)C)CC)(C)C, predict the reaction product. The product is: [NH3:7].[C:1]([O:5][C:6](=[O:22])[NH:7][CH2:8][CH2:9][C:10]1[CH:15]=[CH:14][C:13]([O:16][CH2:17][CH2:18][CH2:19]/[CH:20]=[CH:21]/[C:34]2[CH:35]=[CH:36][C:31]([O:30][CH2:23][C:24]3[CH:29]=[CH:28][CH:27]=[CH:26][CH:25]=3)=[C:32]([C@@H:38]([C:48]3[CH:53]=[CH:52][CH:51]=[CH:50][CH:49]=3)[CH2:39][CH2:40][N:41]([CH:42]([CH3:44])[CH3:43])[CH:45]([CH3:46])[CH3:47])[CH:33]=2)=[CH:12][CH:11]=1)([CH3:3])([CH3:2])[CH3:4]. (7) Given the reactants [F:1][C:2]1[C:7]([F:8])=[CH:6][C:5]([C:9]2[CH:14]=[CH:13][C:12]([OH:15])=[CH:11][CH:10]=2)=[C:4]([CH3:16])[CH:3]=1.Br[CH2:18][C:19]1[C:27]2[O:26][N:25]=[C:24]([O:28][C:29]([C:42]3[CH:47]=[CH:46][CH:45]=[CH:44][CH:43]=3)([C:36]3[CH:41]=[CH:40][CH:39]=[CH:38][CH:37]=3)[C:30]3[CH:35]=[CH:34][CH:33]=[CH:32][CH:31]=3)[C:23]=2[CH:22]=[CH:21][CH:20]=1.C(=O)([O-])[O-].[K+].[K+], predict the reaction product. The product is: [F:1][C:2]1[C:7]([F:8])=[CH:6][C:5]([C:9]2[CH:10]=[CH:11][C:12]([O:15][CH2:18][C:19]3[C:27]4[O:26][N:25]=[C:24]([O:28][C:29]([C:30]5[CH:35]=[CH:34][CH:33]=[CH:32][CH:31]=5)([C:42]5[CH:43]=[CH:44][CH:45]=[CH:46][CH:47]=5)[C:36]5[CH:41]=[CH:40][CH:39]=[CH:38][CH:37]=5)[C:23]=4[CH:22]=[CH:21][CH:20]=3)=[CH:13][CH:14]=2)=[C:4]([CH3:16])[CH:3]=1. (8) The product is: [Br:1][C:2]1[CH:3]=[CH:4][C:5]([N:8]2[C:16]3[C:11](=[CH:12][CH:13]=[CH:14][C:15]=3[C:17]([F:20])([F:18])[F:19])[C:10]([C:21]3[CH:22]=[CH:23][C:24]([OH:27])=[CH:25][CH:26]=3)=[N:9]2)=[CH:6][CH:7]=1. Given the reactants [Br:1][C:2]1[CH:7]=[CH:6][C:5]([N:8]2[C:16]3[C:11](=[CH:12][CH:13]=[CH:14][C:15]=3[C:17]([F:20])([F:19])[F:18])[C:10]([C:21]3[CH:26]=[CH:25][C:24]([O:27]C)=[CH:23][CH:22]=3)=[N:9]2)=[CH:4][CH:3]=1.B(Br)(Br)Br.C1CCCCC=1, predict the reaction product. (9) Given the reactants Cl.[CH3:2][N:3]1[CH:7]=[C:6]([C:8]2[N:13]=[C:12]([C:14]3[CH:15]=[N:16][N:17]([C:19]4([CH2:23][C:24]#[N:25])[CH2:22][NH:21][CH2:20]4)[CH:18]=3)[N:11]3[CH:26]=[CH:27][N:28]=[C:10]3[CH:9]=2)[CH:5]=[N:4]1.C(#N)C.C([O-])([O-])=O.[K+].[K+].FC(F)(F)S(O[CH2:44][C:45]([F:48])([F:47])[F:46])(=O)=O, predict the reaction product. The product is: [CH3:2][N:3]1[CH:7]=[C:6]([C:8]2[N:13]=[C:12]([C:14]3[CH:15]=[N:16][N:17]([C:19]4([CH2:23][C:24]#[N:25])[CH2:22][N:21]([CH2:44][C:45]([F:48])([F:47])[F:46])[CH2:20]4)[CH:18]=3)[N:11]3[CH:26]=[CH:27][N:28]=[C:10]3[CH:9]=2)[CH:5]=[N:4]1. (10) The product is: [Cl:1][C:2]1[CH:3]=[CH:4][C:5]([S:8][C:9]2[O:13][C:12]([C:14]3[CH:19]=[CH:18][C:17]([F:20])=[CH:16][CH:15]=3)=[N:11][C:10]=2[CH:21]([OH:22])[CH3:23])=[N:6][CH:7]=1. Given the reactants [Cl:1][C:2]1[CH:3]=[CH:4][C:5]([S:8][C:9]2[O:13][C:12]([C:14]3[CH:19]=[CH:18][C:17]([F:20])=[CH:16][CH:15]=3)=[N:11][C:10]=2[CH:21]=[O:22])=[N:6][CH:7]=1.[CH3:23][Mg]Br.[NH4+].[Cl-], predict the reaction product.